This data is from Catalyst prediction with 721,799 reactions and 888 catalyst types from USPTO. The task is: Predict which catalyst facilitates the given reaction. (1) Reactant: FC(F)(F)S([O:6][C:7]1[CH:16]=[CH:15][C:14]2[C:9](=[CH:10][CH:11]=[CH:12][CH:13]=2)[C:8]=1[CH:17]1[C:26]2[C:21](=[CH:22][CH:23]=[CH:24][CH:25]=2)[CH2:20][CH2:19][N:18]1C)(=O)=O.FC(F)(F)S(OS(C(F)(F)F)(=O)=O)(=O)=[O:33].CN1C[CH2:54][C:53]2[C:48](=[CH:49][CH:50]=[CH:51][CH:52]=2)[CH:54]1[C:53]1[C:52]2[C:51](=CC=CC=2)[CH:50]=[CH:49][C:48]=1O.N1C=CC=CC=1. The catalyst class is: 2. Product: [OH:6][C:7]1[C:8]([CH:17]2[C:26]3[C:21](=[CH:22][CH:23]=[CH:24][CH:25]=3)[CH2:20][CH2:19][NH:18]2)=[C:9]2[C:14](=[CH:15][CH:16]=1)[CH:13]=[C:12]([C:54]([C:53]1[CH:48]=[CH:49][CH:50]=[CH:51][CH:52]=1)=[O:33])[CH:11]=[CH:10]2. (2) Reactant: Cl.[C:2]([NH:6][C:7]([C:9]1[C:17]2[C:12](=[N:13][CH:14]=[C:15]([C:18]3[C:26]4[C:21](=[CH:22][CH:23]=[C:24]([O:27][CH:28]([F:30])[F:29])[CH:25]=4)[N:20]([CH:31]4[CH2:36][CH2:35][NH:34][CH2:33][CH2:32]4)[N:19]=3)[N:16]=2)[N:11]([CH2:37][O:38][CH2:39][CH2:40][Si:41]([CH3:44])([CH3:43])[CH3:42])[CH:10]=1)=[O:8])([CH3:5])([CH3:4])[CH3:3].[CH2:45](N(CC)CC)C.C=O.C(O[BH-](OC(=O)C)OC(=O)C)(=O)C.[Na+]. Product: [C:2]([NH:6][C:7]([C:9]1[C:17]2[C:12](=[N:13][CH:14]=[C:15]([C:18]3[C:26]4[C:21](=[CH:22][CH:23]=[C:24]([O:27][CH:28]([F:29])[F:30])[CH:25]=4)[N:20]([CH:31]4[CH2:32][CH2:33][N:34]([CH3:45])[CH2:35][CH2:36]4)[N:19]=3)[N:16]=2)[N:11]([CH2:37][O:38][CH2:39][CH2:40][Si:41]([CH3:44])([CH3:43])[CH3:42])[CH:10]=1)=[O:8])([CH3:5])([CH3:4])[CH3:3]. The catalyst class is: 26. (3) Reactant: C(O[Si:4]([CH:26]([CH3:28])[CH3:27])([CH:23]([CH3:25])[CH3:24])[CH2:5][CH2:6][CH2:7][NH:8][C:9]([C:11]1[CH:16]=[CH:15][C:14]([C:17]2[CH:22]=[CH:21][CH:20]=[CH:19][CH:18]=2)=[CH:13][CH:12]=1)=[O:10])C.B(F)(F)[F:30].CCOCC. Product: [F:30][Si:4]([CH:26]([CH3:28])[CH3:27])([CH:23]([CH3:25])[CH3:24])[CH2:5][CH2:6][CH2:7][NH:8][C:9]([C:11]1[CH:16]=[CH:15][C:14]([C:17]2[CH:22]=[CH:21][CH:20]=[CH:19][CH:18]=2)=[CH:13][CH:12]=1)=[O:10]. The catalyst class is: 27. (4) Reactant: P(Br)(Br)[Br:2].[CH3:5][O:6][C:7]1[CH:8]=[C:9]([CH:12]=[C:13]([O:15][CH3:16])[CH:14]=1)[CH2:10]O. Product: [CH3:5][O:6][C:7]1[CH:8]=[C:9]([CH:12]=[C:13]([O:15][CH3:16])[CH:14]=1)[CH2:10][Br:2]. The catalyst class is: 1. (5) Product: [Br:9][C:5]1[CH:6]=[C:7]([NH:8][CH:16]([CH:13]2[CH2:14][CH2:15][O:10][CH2:11][CH2:12]2)[CH3:17])[C:2]([NH2:1])=[N:3][CH:4]=1. The catalyst class is: 130. Reactant: [NH2:1][C:2]1[C:7]([NH2:8])=[CH:6][C:5]([Br:9])=[CH:4][N:3]=1.[O:10]1[CH2:15][CH2:14][CH:13]([C:16](=O)[CH3:17])[CH2:12][CH2:11]1.C([BH3-])#N.[Na+].C(=O)(O)[O-].[Na+]. (6) Reactant: [Cl:1][C:2]1[CH:8]=[C:7]([O:9][C:10]2[C:11]3[N:18]([CH2:19][CH2:20][O:21][CH2:22][CH2:23][O:24][CH3:25])[CH:17]=[CH:16][C:12]=3[N:13]=[CH:14][N:15]=2)[CH:6]=[CH:5][C:3]=1[NH2:4].C(N(CC)CC)C.[F:33][C:34]([F:45])([F:44])[C:35]1[CH:36]=[C:37]([N:41]=[C:42]=[O:43])[CH:38]=[CH:39][CH:40]=1. Product: [Cl:1][C:2]1[CH:8]=[C:7]([O:9][C:10]2[C:11]3[N:18]([CH2:19][CH2:20][O:21][CH2:22][CH2:23][O:24][CH3:25])[CH:17]=[CH:16][C:12]=3[N:13]=[CH:14][N:15]=2)[CH:6]=[CH:5][C:3]=1[NH:4][C:42]([NH:41][C:37]1[CH:38]=[CH:39][CH:40]=[C:35]([C:34]([F:33])([F:44])[F:45])[CH:36]=1)=[O:43]. The catalyst class is: 7. (7) Reactant: [Cl:1][C:2]1[CH:7]=[CH:6][C:5]([CH:8](O)[C:9]2[CH:10]=[N:11][N:12]([CH:19]3[CH2:21][CH2:20]3)[C:13]=2[C:14]([O:16]CC)=O)=[CH:4][CH:3]=1.[NH2:23][C:24]1[CH:25]=[C:26]([Cl:32])[C:27](=[O:31])[N:28]([CH3:30])[CH:29]=1. Product: [Cl:32][C:26]1[C:27](=[O:31])[N:28]([CH3:30])[CH:29]=[C:24]([N:23]2[CH:8]([C:5]3[CH:4]=[CH:3][C:2]([Cl:1])=[CH:7][CH:6]=3)[C:9]3[CH:10]=[N:11][N:12]([CH:19]4[CH2:20][CH2:21]4)[C:13]=3[C:14]2=[O:16])[CH:25]=1. The catalyst class is: 25. (8) Reactant: [C:1]1([C:8]2[CH:13]=[CH:12][C:11]([OH:14])=[CH:10][CH:9]=2)[CH:6]=[CH:5][C:4]([OH:7])=[CH:3][CH:2]=1.[CH:15]([C:17]1[CH:22]=[CH:21][CH:20]=[CH:19][C:18]=1[CH:23]=[CH2:24])=[CH2:16].C[O:26][CH:27]1CC[CH2:29][CH2:28]1.COCCOCCO. Product: [C:8]1([C:1]2[CH:6]=[CH:5][C:4]([OH:7])=[CH:3][CH:2]=2)[CH:9]=[CH:10][C:11]([OH:14])=[CH:12][CH:13]=1.[CH:15]([C:17]1[CH:22]=[CH:21][CH:20]=[CH:19][C:18]=1[CH:23]=[CH2:24])=[CH2:16].[CH:10]1[C:9]2[C:8](=[CH:1][C:6]3[C:29]([C:28]=2[CH2:27][OH:26])=[CH:2][CH:3]=[CH:4][CH:5]=3)[CH:13]=[CH:12][CH:11]=1. The catalyst class is: 5. (9) Reactant: [N:1]([CH2:4][C:5]1[C:13]2[O:12][CH2:11][CH2:10][C:9]=2[CH:8]=[CH:7][CH:6]=1)=[N+]=[N-].[Li].O.[OH-].[Na+]. Product: [O:12]1[C:13]2[C:5]([CH2:4][NH2:1])=[CH:6][CH:7]=[CH:8][C:9]=2[CH2:10][CH2:11]1. The catalyst class is: 7.